Predict the reaction yield, written as a fraction of the theoretical maximum amount of product (1.0 means a 100% yield; for example, 0.34 means a 34% yield). From a dataset of Reaction yield outcomes from USPTO patents with 853,638 reactions. The reactants are Cl[C:2]1[C:3]2[CH2:17][CH2:16][CH2:15][C:4]=2[N:5]=[C:6]([C:8]2[CH:13]=[CH:12][CH:11]=[C:10]([Cl:14])[CH:9]=2)[N:7]=1.[O:18]1[CH:22]=[CH:21][N:20]=[C:19]1[CH2:23][C:24]1[CH:30]=[CH:29][C:27]([NH2:28])=[CH:26][CH:25]=1. No catalyst specified. The product is [Cl:14][C:10]1[CH:9]=[C:8]([C:6]2[N:7]=[C:2]([NH:28][C:27]3[CH:26]=[CH:25][C:24]([CH2:23][C:19]4[O:18][CH:22]=[CH:21][N:20]=4)=[CH:30][CH:29]=3)[C:3]3[CH2:17][CH2:16][CH2:15][C:4]=3[N:5]=2)[CH:13]=[CH:12][CH:11]=1. The yield is 0.580.